Predict the reaction yield, written as a fraction of the theoretical maximum amount of product (1.0 means a 100% yield; for example, 0.34 means a 34% yield). From a dataset of Reaction yield outcomes from USPTO patents with 853,638 reactions. (1) The reactants are [BH3-]C#N.[Na+].Cl.[NH2:6][C:7]1[NH:11][CH:10]=[N:9][C:8]=1[C:12]([NH2:14])=[O:13].[CH2:15]([O:17][C:18]1[C:19]([CH:30]=O)=[N:20][CH:21]=[CH:22][C:23]=1[O:24][CH2:25][CH2:26][O:27][CH2:28][CH3:29])[CH3:16]. The catalyst is CO. The product is [CH2:15]([O:17][C:18]1[C:19]([CH2:30][NH:6][C:7]2[N:11]=[CH:10][NH:9][C:8]=2[C:12]([NH2:14])=[O:13])=[N:20][CH:21]=[CH:22][C:23]=1[O:24][CH2:25][CH2:26][O:27][CH2:28][CH3:29])[CH3:16]. The yield is 1.00. (2) The reactants are Br[CH2:2][C:3](=[O:13])[CH2:4][CH2:5][C:6]1[CH:11]=[CH:10][C:9]([Br:12])=[CH:8][CH:7]=1.[NH:14]1[CH:18]=[CH:17][N:16]=[CH:15]1. The catalyst is CN(C)C=O.C(OCC)(=O)C. The product is [Br:12][C:9]1[CH:10]=[CH:11][C:6]([CH2:5][CH2:4][C:3](=[O:13])[CH2:2][N:14]2[CH:18]=[CH:17][N:16]=[CH:15]2)=[CH:7][CH:8]=1. The yield is 0.760. (3) The reactants are [CH2:1]([N:8]1[CH2:12][CH:11]([CH3:13])[CH:10]([C:14]([O:16]C)=[O:15])[CH2:9]1)[C:2]1[CH:7]=[CH:6][CH:5]=[CH:4][CH:3]=1. The catalyst is Cl. The product is [CH2:1]([N:8]1[CH2:12][CH:11]([CH3:13])[CH:10]([C:14]([OH:16])=[O:15])[CH2:9]1)[C:2]1[CH:3]=[CH:4][CH:5]=[CH:6][CH:7]=1. The yield is 1.00.